From a dataset of Full USPTO retrosynthesis dataset with 1.9M reactions from patents (1976-2016). Predict the reactants needed to synthesize the given product. (1) The reactants are: Cl.[F:2][C:3]1[CH:8]=[C:7]([F:9])[CH:6]=[CH:5][C:4]=1[N:10]1[CH:14]([C:15]2[S:16][C:17]([N:20]3[CH2:25][CH2:24][NH:23][CH2:22][CH2:21]3)=[CH:18][CH:19]=2)[CH2:13][C:12]([C:26]([F:32])([F:31])[C:27]([F:30])([F:29])[F:28])=[N:11]1.C(N(CC)CC)C.[CH3:40][S:41](Cl)(=[O:43])=[O:42]. Given the product [F:2][C:3]1[CH:8]=[C:7]([F:9])[CH:6]=[CH:5][C:4]=1[N:10]1[CH:14]([C:15]2[S:16][C:17]([N:20]3[CH2:25][CH2:24][N:23]([S:41]([CH3:40])(=[O:43])=[O:42])[CH2:22][CH2:21]3)=[CH:18][CH:19]=2)[CH2:13][C:12]([C:26]([F:32])([F:31])[C:27]([F:28])([F:29])[F:30])=[N:11]1, predict the reactants needed to synthesize it. (2) Given the product [CH:24]1([O:23][C:16]2[C:17]([O:21][CH3:22])=[CH:18][CH:19]=[C:20]3[C:15]=2[N:14]=[CH:13][CH:12]=[C:11]3[NH:8][C:7]2[C:6]([Br:9])=[CH:5][N:4]=[CH:3][C:2]=2[Br:1])[CH2:25][CH2:26][CH2:27][CH2:28]1, predict the reactants needed to synthesize it. The reactants are: [Br:1][C:2]1[CH:3]=[N:4][CH:5]=[C:6]([Br:9])[C:7]=1[NH2:8].Cl[C:11]1[C:20]2[C:15](=[C:16]([O:23][CH:24]3[CH2:28][CH2:27][CH2:26][CH2:25]3)[C:17]([O:21][CH3:22])=[CH:18][CH:19]=2)[N:14]=[CH:13][CH:12]=1. (3) The reactants are: [CH2:1]([C:8]1[CH:13]=[CH:12][C:11]([NH:14][C:15]2[CH:16]=[N:17][N:18]([CH3:23])[C:19]=2[C:20]([OH:22])=O)=[CH:10][CH:9]=1)[C:2]1[CH:7]=[CH:6][CH:5]=[CH:4][CH:3]=1. Given the product [CH2:1]([C:8]1[CH:9]=[CH:10][C:11]2[NH:14][C:15]3[CH:16]=[N:17][N:18]([CH3:23])[C:19]=3[C:20](=[O:22])[C:12]=2[CH:13]=1)[C:2]1[CH:7]=[CH:6][CH:5]=[CH:4][CH:3]=1, predict the reactants needed to synthesize it. (4) Given the product [F:10][C:6]1[CH:7]=[CH:8][CH:9]=[C:2]([N:11]2[CH:15]=[CH:14][CH:13]=[N:12]2)[C:3]=1[C:4]#[N:5], predict the reactants needed to synthesize it. The reactants are: F[C:2]1[CH:9]=[CH:8][CH:7]=[C:6]([F:10])[C:3]=1[C:4]#[N:5].[NH:11]1[CH:15]=[CH:14][CH:13]=[N:12]1.C(=O)([O-])[O-].[Cs+].[Cs+].O. (5) Given the product [CH2:17]([N:14]1[C:11]2=[N:12][CH:13]=[C:8]([NH:7][CH3:6])[C:9]([C:19]3[CH:24]=[CH:23][C:22]([F:25])=[CH:21][C:20]=3[CH3:26])=[C:10]2[CH:16]=[N:15]1)[CH3:18], predict the reactants needed to synthesize it. The reactants are: C(O[C:6](=O)[NH:7][C:8]1[C:9]([C:19]2[CH:24]=[CH:23][C:22]([F:25])=[CH:21][C:20]=2[CH3:26])=[C:10]2[CH:16]=[N:15][N:14]([CH2:17][CH3:18])[C:11]2=[N:12][CH:13]=1)(C)(C)C.[H-].[Na+].IC. (6) Given the product [C:1]1([C:7]2[CH:8]=[CH:9][C:10]3[N:11]([C:13]([CH2:16][N:17]4[C:18]5[CH:23]=[CH:22][N:21]=[CH:20][C:19]=5[N:24]=[N:25]4)=[N:14][N:15]=3)[N:12]=2)[CH:2]=[CH:3][CH:4]=[CH:5][CH:6]=1, predict the reactants needed to synthesize it. The reactants are: [C:1]1([C:7]2[CH:8]=[CH:9][C:10]3[N:11]([C:13]([CH2:16][NH:17][C:18]4[CH:23]=[CH:22][N:21]=[CH:20][C:19]=4[NH2:24])=[N:14][N:15]=3)[N:12]=2)[CH:6]=[CH:5][CH:4]=[CH:3][CH:2]=1.[N:25]([O-])=O.[Na+]. (7) Given the product [Cl:1][C:2]1[C:3]([C:22]2[S:26][C:25]([C:27]3([OH:31])[CH2:28][CH2:29][CH2:30]3)=[N:24][CH:23]=2)=[C:4]2[CH:10]=[C:9]([C:38]3[CH:39]=[C:34]([CH:35]=[CH:36][CH:37]=3)[C:32]#[N:33])[NH:8][C:5]2=[N:6][CH:7]=1, predict the reactants needed to synthesize it. The reactants are: [Cl:1][C:2]1[C:3]([C:22]2[S:26][C:25]([C:27]3([OH:31])[CH2:30][CH2:29][CH2:28]3)=[N:24][CH:23]=2)=[C:4]2[CH:10]=[C:9](I)[N:8](S(C3C=CC(C)=CC=3)(=O)=O)[C:5]2=[N:6][CH:7]=1.[C:32]([C:34]1[CH:35]=[C:36](B(O)O)[CH:37]=[CH:38][CH:39]=1)#[N:33].C(=O)(O)[O-].[Mg].[Cl-].[NH4+]. (8) Given the product [NH2:26][C:13]1[N:14]([CH3:17])[C:15](=[O:16])[C:11]2([C:4]3[C:5](=[CH:6][CH:7]=[C:2]([Br:1])[CH:3]=3)[O:8][CH:9]([CH:20]3[CH2:25][CH2:24][CH2:23][O:22][CH2:21]3)[CH2:10]2)[N:12]=1, predict the reactants needed to synthesize it. The reactants are: [Br:1][C:2]1[CH:3]=[C:4]2[C:11]3([C:15](=[O:16])[N:14]([CH3:17])[C:13](SC)=[N:12]3)[CH2:10][CH:9]([CH:20]3[CH2:25][CH2:24][CH2:23][O:22][CH2:21]3)[O:8][C:5]2=[CH:6][CH:7]=1.[NH4+:26].[I-].N.CCO. (9) Given the product [NH2:12][C:8]1[C:9]([CH3:11])=[CH:10][C:2]([F:1])=[C:3]([CH:7]=1)[C:4]([OH:6])=[O:5], predict the reactants needed to synthesize it. The reactants are: [F:1][C:2]1[CH:10]=[C:9]([CH3:11])[C:8]([N+:12]([O-])=O)=[CH:7][C:3]=1[C:4]([OH:6])=[O:5].C([O-])=O.[NH4+].